From a dataset of Full USPTO retrosynthesis dataset with 1.9M reactions from patents (1976-2016). Predict the reactants needed to synthesize the given product. (1) Given the product [C:2]([O:5][CH2:6][CH2:7][N:8]([CH2:20][C:21]1[CH:26]=[CH:25][C:24]([CH2:27][NH2:28])=[CH:23][CH:22]=1)[CH2:9][CH2:10][CH2:11][CH2:12][N:13]([CH2:14][CH2:15][CH3:16])[CH2:17][CH2:18][CH3:19])(=[O:4])[CH3:3], predict the reactants needed to synthesize it. The reactants are: Cl.[C:2]([O:5][CH2:6][CH2:7][N:8]([CH2:20][C:21]1[CH:26]=[CH:25][C:24]([CH2:27][N:28]=CC2C=CC=CC=2)=[CH:23][CH:22]=1)[CH2:9][CH2:10][CH2:11][CH2:12][N:13]([CH2:17][CH2:18][CH3:19])[CH2:14][CH2:15][CH3:16])(=[O:4])[CH3:3]. (2) Given the product [C:22]([O:42][CH3:43])(=[O:41])[CH2:23][CH2:24][CH2:25][CH2:26][CH2:27][CH2:28][CH2:29][CH2:30][CH:31]=[CH2:32], predict the reactants needed to synthesize it. The reactants are: C(O)(=O)CCCCCCC/C=C\C[C@@H](CCCCCC)O.[C:22]([O:42][CH3:43])(=[O:41])[CH2:23][CH2:24][CH2:25][CH2:26][CH2:27][CH2:28][CH2:29]/[CH:30]=[CH:31]\[CH2:32][C@@H](CCCCCC)O. (3) Given the product [C:22]([O:26][C:27]([NH:1][C:2]1[CH:3]=[CH:4][C:5]([O:8][C:9](=[O:14])[C:10]([Br:13])([CH3:11])[CH3:12])=[CH:6][CH:7]=1)=[O:28])([CH3:25])([CH3:24])[CH3:23], predict the reactants needed to synthesize it. The reactants are: [NH2:1][C:2]1[CH:7]=[CH:6][C:5]([O:8][C:9](=[O:14])[C:10]([Br:13])([CH3:12])[CH3:11])=[CH:4][CH:3]=1.C(N(CC)CC)C.[C:22]([O:26][C:27](O[C:27]([O:26][C:22]([CH3:25])([CH3:24])[CH3:23])=[O:28])=[O:28])([CH3:25])([CH3:24])[CH3:23].Cl. (4) Given the product [OH:22][C@@H:20]([CH3:21])[C:19]([NH:18][CH2:17][C:13]1[CH:14]=[CH:15][CH:16]=[C:11]([C:9]2[S:10][C:5]3[C:4]([N:25]4[CH2:30][CH2:29][O:28][CH2:27][CH2:26]4)=[N:3][C:2]([C:36]4[CH:35]=[C:34]5[CH:33]=[CH:32][NH:31][C:39]5=[N:38][CH:37]=4)=[N:7][C:6]=3[C:8]=2[CH3:24])[CH:12]=1)=[O:23], predict the reactants needed to synthesize it. The reactants are: Cl[C:2]1[N:3]=[C:4]([N:25]2[CH2:30][CH2:29][O:28][CH2:27][CH2:26]2)[C:5]2[S:10][C:9]([C:11]3[CH:12]=[C:13]([CH2:17][NH:18][C:19](=[O:23])[C@@H:20]([OH:22])[CH3:21])[CH:14]=[CH:15][CH:16]=3)=[C:8]([CH3:24])[C:6]=2[N:7]=1.[NH:31]1[C:39]2[C:34](=[CH:35][C:36](B3OC(C)(C)C(C)(C)O3)=[CH:37][N:38]=2)[CH:33]=[CH:32]1.